Dataset: Full USPTO retrosynthesis dataset with 1.9M reactions from patents (1976-2016). Task: Predict the reactants needed to synthesize the given product. (1) The reactants are: [NH2:1][C:2]1[N:6]([C:7]2[CH:8]=[C:9]([CH:16]=[CH:17][C:18]=2[CH3:19])[C:10]([NH:12][CH:13]2[CH2:15][CH2:14]2)=[O:11])[N:5]=[CH:4][C:3]=1[C:20](=[O:32])[C:21]1[CH:26]=[CH:25][CH:24]=[C:23]([CH:27]2OCC[O:28]2)[CH:22]=1.C1(C)C=CC=CC=1.CCOC(C)=O. Given the product [NH2:1][C:2]1[N:6]([C:7]2[CH:8]=[C:9]([CH:16]=[CH:17][C:18]=2[CH3:19])[C:10]([NH:12][CH:13]2[CH2:15][CH2:14]2)=[O:11])[N:5]=[CH:4][C:3]=1[C:20](=[O:32])[C:21]1[CH:26]=[CH:25][CH:24]=[C:23]([CH:27]=[O:28])[CH:22]=1, predict the reactants needed to synthesize it. (2) Given the product [C:5]12[C:6](=[CH:7][CH:8]=[CH:3][CH:4]=1)[NH:17][C:25](=[O:34])[O:24][C:23]2=[O:29], predict the reactants needed to synthesize it. The reactants are: CO[C:3]1[CH:8]=[C:7]2C(N3[C@H](C=[N:17][C:6]2=[CH:5][C:4]=1O)CCC3)=O.ClC(Cl)(O[C:23](=[O:29])[O:24][C:25](Cl)(Cl)Cl)Cl.C1C[O:34]CC1. (3) Given the product [Cl:1][C:2]1[C:7]([O:8][CH3:9])=[CH:6][C:5]([O:10][CH3:11])=[C:4]([F:12])[C:3]=1[N:13]1[CH2:18][C:17]2[CH:19]=[N:20][C:21]3[NH:25][C:24](=[O:62])[CH2:23][C:22]=3[C:16]=2[N:15]([CH:34]2[CH2:37][CH2:36][CH2:35]2)[C:14]1=[O:38], predict the reactants needed to synthesize it. The reactants are: [Cl:1][C:2]1[C:7]([O:8][CH3:9])=[CH:6][C:5]([O:10][CH3:11])=[C:4]([F:12])[C:3]=1[N:13]1[CH2:18][C:17]2[CH:19]=[N:20][C:21]3[N:25](COCC[Si](C)(C)C)[CH:24]=[CH:23][C:22]=3[C:16]=2[N:15]([CH:34]2[CH2:37][CH2:36][CH2:35]2)[C:14]1=[O:38].[Br-].[Br-].[Br-].[NH+]1C=CC=CC=1.[NH+]1C=CC=CC=1.[NH+]1C=CC=CC=1.C(O)(=[O:62])C. (4) Given the product [CH3:9][O:8][C:7]1[CH:6]=[CH:5][C:4]([S:10]([N:16]2[CH2:17][CH2:19][CH2:22][CH2:20]2)(=[O:12])=[O:11])=[CH:3][C:2]=1[NH2:1], predict the reactants needed to synthesize it. The reactants are: [NH2:1][C:2]1[CH:3]=[C:4]([S:10](F)(=[O:12])=[O:11])[CH:5]=[CH:6][C:7]=1[O:8][CH3:9].CC[N:16]([CH:20]([CH3:22])C)[CH:17]([CH3:19])C.N1CCCC1. (5) Given the product [C:1]([O:4][C:5]1[CH:10]=[CH:9][C:8]([CH:11]2[CH:20]([OH:21])[C:19]3[C:14](=[CH:15][C:16]([O:22][C:23](=[O:25])[CH3:24])=[CH:17][CH:18]=3)[O:13][CH:12]2[CH2:26][CH2:27][CH2:28][CH3:29])=[CH:7][CH:6]=1)(=[O:3])[CH3:2], predict the reactants needed to synthesize it. The reactants are: [C:1]([O:4][C:5]1[CH:10]=[CH:9][C:8]([C:11]2[C:20](=[O:21])[C:19]3[C:14](=[CH:15][C:16]([O:22][C:23](=[O:25])[CH3:24])=[CH:17][CH:18]=3)[O:13][C:12]=2[CH2:26][CH2:27][CH2:28][CH3:29])=[CH:7][CH:6]=1)(=[O:3])[CH3:2]. (6) Given the product [ClH:36].[OH:26][C:23]([CH3:25])([CH3:24])[CH2:22][N:19]1[CH:20]=[CH:21][C:17]([NH:16][C:15](=[O:27])[C@@H:8]([NH2:7])[CH2:9][C@H:10]([O:12][CH2:13][CH3:14])[CH3:11])=[N:18]1, predict the reactants needed to synthesize it. The reactants are: C(OC(=O)[NH:7][C@H:8]([C:15](=[O:27])[NH:16][C:17]1[CH:21]=[CH:20][N:19]([CH2:22][C:23]([OH:26])([CH3:25])[CH3:24])[N:18]=1)[CH2:9][C@H:10]([O:12][CH2:13][CH3:14])[CH3:11])(C)(C)C.FC(F)(F)C(O)=O.[Cl:36]CCl. (7) Given the product [N:4]1[CH:5]=[CH:6][CH:7]=[C:2]([NH:1][C:39]([C:23]2[C:24]3[N:25]=[C:26]([CH2:30][N:31]4[CH2:36][CH2:35][N:34]([CH2:37][CH3:38])[CH2:33][CH2:32]4)[CH:27]=[N:28][C:29]=3[C:20]([C:10]3[C:9]([Cl:8])=[C:14]([O:15][CH3:16])[CH:13]=[C:12]([O:17][CH3:18])[C:11]=3[Cl:19])=[CH:21][CH:22]=2)=[O:40])[CH:3]=1, predict the reactants needed to synthesize it. The reactants are: [NH2:1][C:2]1[CH:3]=[N:4][CH:5]=[CH:6][CH:7]=1.[Cl:8][C:9]1[C:14]([O:15][CH3:16])=[CH:13][C:12]([O:17][CH3:18])=[C:11]([Cl:19])[C:10]=1[C:20]1[C:29]2[N:28]=[CH:27][C:26]([CH2:30][N:31]3[CH2:36][CH2:35][N:34]([CH2:37][CH3:38])[CH2:33][CH2:32]3)=[N:25][C:24]=2[C:23]([C:39](O)=[O:40])=[CH:22][CH:21]=1.